This data is from NCI-60 drug combinations with 297,098 pairs across 59 cell lines. The task is: Regression. Given two drug SMILES strings and cell line genomic features, predict the synergy score measuring deviation from expected non-interaction effect. (1) Drug 1: C1CCN(CC1)CCOC2=CC=C(C=C2)C(=O)C3=C(SC4=C3C=CC(=C4)O)C5=CC=C(C=C5)O. Drug 2: CC1C(C(CC(O1)OC2CC(CC3=C2C(=C4C(=C3O)C(=O)C5=C(C4=O)C(=CC=C5)OC)O)(C(=O)CO)O)N)O.Cl. Cell line: NCI-H460. Synergy scores: CSS=44.2, Synergy_ZIP=0.149, Synergy_Bliss=-3.82, Synergy_Loewe=-6.17, Synergy_HSA=-4.17. (2) Drug 1: CCC1=C2CN3C(=CC4=C(C3=O)COC(=O)C4(CC)O)C2=NC5=C1C=C(C=C5)O. Drug 2: CCN(CC)CCCC(C)NC1=C2C=C(C=CC2=NC3=C1C=CC(=C3)Cl)OC. Cell line: SF-539. Synergy scores: CSS=56.5, Synergy_ZIP=-1.28, Synergy_Bliss=-4.64, Synergy_Loewe=-21.6, Synergy_HSA=-1.25.